Dataset: Retrosynthesis with 50K atom-mapped reactions and 10 reaction types from USPTO. Task: Predict the reactants needed to synthesize the given product. (1) The reactants are: CC(C)(C)OC(=O)NCc1ccc(Br)cc1.CC1(C)OB(c2ccoc2)OC1(C)C. Given the product CC(C)(C)OC(=O)NCc1ccc(-c2ccoc2)cc1, predict the reactants needed to synthesize it. (2) Given the product COC(=O)c1ccc(C#C[Si](C)(C)C)cc1, predict the reactants needed to synthesize it. The reactants are: C#C[Si](C)(C)C.COC(=O)c1ccc(I)cc1. (3) Given the product O=S(=O)(c1ccccc1)n1cc(-c2ccc(Cl)nc2)c2ccc(F)cc21, predict the reactants needed to synthesize it. The reactants are: O=S(=O)(c1ccccc1)n1cc(Br)c2ccc(F)cc21.OB(O)c1ccc(Cl)nc1. (4) Given the product Cc1onc(-c2ccccc2F)c1COc1ccc(C(=O)NCC(F)(F)C(F)(F)F)cn1, predict the reactants needed to synthesize it. The reactants are: COC(=O)c1ccc(OCc2c(-c3ccccc3F)noc2C)nc1.NCC(F)(F)C(F)(F)F. (5) Given the product COC(=O)CN(Cc1ccc(OCCc2nc(-c3ccccc3)oc2C)cc1)C(=O)Oc1ccc(OC)cc1, predict the reactants needed to synthesize it. The reactants are: COC(=O)CNCc1ccc(OCCc2nc(-c3ccccc3)oc2C)cc1.COc1ccc(OC(=O)Cl)cc1.